From a dataset of Forward reaction prediction with 1.9M reactions from USPTO patents (1976-2016). Predict the product of the given reaction. The product is: [CH3:10][C:11]1[NH:15][N:14]=[C:13]([NH:16][C:17]2[CH:22]=[C:21]([N:23]3[CH2:28][CH2:27][CH:26]([N:29]4[CH2:30][CH2:31][O:32][CH2:33][CH2:34]4)[CH2:25][CH2:24]3)[N:20]=[C:19](/[CH:35]=[CH:36]/[C:37]3[CH:38]=[CH:39][CH:40]=[CH:41][CH:42]=3)[N:18]=2)[CH:12]=1. Given the reactants C(N(C(C)C)CC)(C)C.[CH3:10][C:11]1[NH:15][N:14]=[C:13]([NH:16][C:17]2[CH:22]=[C:21]([N:23]3[CH2:28][CH2:27][CH:26]([N:29]4[CH2:34][CH2:33][O:32][CH2:31][CH2:30]4)[CH2:25][CH2:24]3)[N:20]=[C:19]([CH:35]=[CH:36][C:37]3[CH:42]=[CH:41][CH:40]=[CH:39][CH:38]=3)[N:18]=2)[CH:12]=1.O1CCN(C2CCNCC2)CC1, predict the reaction product.